Dataset: Full USPTO retrosynthesis dataset with 1.9M reactions from patents (1976-2016). Task: Predict the reactants needed to synthesize the given product. (1) The reactants are: [CH:1]1([C:4](=O)[CH2:5][C:6]#[N:7])[CH2:3][CH2:2]1.Cl.Cl.[NH:11]([CH2:13][CH2:14][N:15]([CH3:17])[CH3:16])[NH2:12]. Given the product [CH:1]1([C:4]2[CH:5]=[C:6]([NH2:7])[N:11]([CH2:13][CH2:14][N:15]([CH3:17])[CH3:16])[N:12]=2)[CH2:3][CH2:2]1, predict the reactants needed to synthesize it. (2) The reactants are: [CH:1]1[C:14]2[C:5](=[CH:6][C:7]3[C:12]([C:13]=2[OH:15])=[CH:11][CH:10]=[CH:9][CH:8]=3)[CH:4]=[CH:3][CH:2]=1.C(N(CC)CC)C.Cl[P:24]1[O:30][C:29]2[CH:31]=[CH:32][CH:33]=[CH:34][C:28]=2[C:27]2[CH:35]=[CH:36][CH:37]=[CH:38][C:26]=2[O:25]1. Given the product [CH:11]1[C:12]2[C:7](=[CH:6][C:5]3[C:14]([C:13]=2[O:15][P:24]2[O:30][C:29]4[CH:31]=[CH:32][CH:33]=[CH:34][C:28]=4[C:27]4[CH:35]=[CH:36][CH:37]=[CH:38][C:26]=4[O:25]2)=[CH:1][CH:2]=[CH:3][CH:4]=3)[CH:8]=[CH:9][CH:10]=1, predict the reactants needed to synthesize it. (3) Given the product [P:48]([O:60][CH2:61][N:34]1[C:33]2[CH:38]=[C:29]([NH:28][C:26]3[C:25]([CH3:39])=[CH:24][N:23]=[C:22]([NH:21][C:17]4[CH:18]=[C:19]([CH3:20])[C:14]([F:13])=[C:15]([O:40][CH3:41])[CH:16]=4)[N:27]=3)[CH:30]=[CH:31][C:32]=2[O:36][C:35]1=[O:37])([O:50][C:51]([CH3:54])([CH3:53])[CH3:52])([O:55][C:56]([CH3:57])([CH3:58])[CH3:59])=[O:49], predict the reactants needed to synthesize it. The reactants are: CN(C=O)C.FC(F)(F)C(O)=O.[F:13][C:14]1[C:19]([CH3:20])=[CH:18][C:17]([NH:21][C:22]2[N:27]=[C:26]([NH:28][C:29]3[CH:30]=[CH:31][C:32]4[O:36][C:35](=[O:37])[NH:34][C:33]=4[CH:38]=3)[C:25]([CH3:39])=[CH:24][N:23]=2)=[CH:16][C:15]=1[O:40][CH3:41].C([O-])([O-])=O.[Cs+].[Cs+].[P:48]([O:60][CH2:61]Cl)([O:55][C:56]([CH3:59])([CH3:58])[CH3:57])([O:50][C:51]([CH3:54])([CH3:53])[CH3:52])=[O:49]. (4) Given the product [CH2:1]([C:5]1[N:6]([CH2:19][CH:20]([CH3:21])[CH3:22])[C:7]2[C:16]3[NH:15][CH2:14][CH2:13][CH2:12][C:11]=3[N:10]=[C:9]([NH2:17])[C:8]=2[N:18]=1)[CH2:2][CH2:3][CH3:4], predict the reactants needed to synthesize it. The reactants are: [CH2:1]([C:5]1[N:6]([CH2:19][CH:20]([CH3:22])[CH3:21])[C:7]2[C:16]3[N:15]=[CH:14][CH:13]=[CH:12][C:11]=3[N:10]=[C:9]([NH2:17])[C:8]=2[N:18]=1)[CH2:2][CH2:3][CH3:4].[H][H]. (5) Given the product [CH:2]([O:23][CH2:24][CH:25]1[CH:30]([CH2:31][O:32][CH:13]=[CH2:14])[CH2:29][C:28]2([O:34][CH:27]2[CH2:26]1)[CH3:33])=[CH2:3], predict the reactants needed to synthesize it. The reactants are: O[CH2:2][CH:3]1C(CO)CC(C)=CC1.Cl[C:13]1C=CC=C(C(OO)=O)[CH:14]=1.[OH:23][CH2:24][CH:25]1[CH:30]([CH2:31][OH:32])[CH2:29][C:28]2([O:34][CH:27]2[CH2:26]1)[CH3:33].C(=O)([O-])[O-].[Na+].[Na+].C(O)(=O)CC.C(OC=C)(=O)C. (6) Given the product [CH:27]1[C:26]2[C:31](=[CH:32][C:33]3[C:38]([C:25]=2[CH2:24][O:1][C:2]2[C:3]4[O:16][N:15]=[C:14]([C:17]5[CH:22]=[CH:21][CH:20]=[CH:19][CH:18]=5)[C:4]=4[C:5]([I:13])=[N:6][C:7]=2[C:8]([O:10][CH2:11][CH3:12])=[O:9])=[CH:37][CH:36]=[CH:35][CH:34]=3)[CH:30]=[CH:29][CH:28]=1, predict the reactants needed to synthesize it. The reactants are: [OH:1][C:2]1[C:3]2[O:16][N:15]=[C:14]([C:17]3[CH:22]=[CH:21][CH:20]=[CH:19][CH:18]=3)[C:4]=2[C:5]([I:13])=[N:6][C:7]=1[C:8]([O:10][CH2:11][CH3:12])=[O:9].Cl[CH2:24][C:25]1[C:26]2[C:31]([CH:32]=[C:33]3[C:38]=1[CH:37]=[CH:36][CH:35]=[CH:34]3)=[CH:30][CH:29]=[CH:28][CH:27]=2.C1OCCOCCOCCOCCOCCOC1.C([O-])([O-])=O.[K+].[K+].